This data is from NCI-60 drug combinations with 297,098 pairs across 59 cell lines. The task is: Regression. Given two drug SMILES strings and cell line genomic features, predict the synergy score measuring deviation from expected non-interaction effect. Drug 1: COC1=C2C(=CC3=C1OC=C3)C=CC(=O)O2. Drug 2: C1C(C(OC1N2C=NC3=C2NC=NCC3O)CO)O. Cell line: SR. Synergy scores: CSS=-2.07, Synergy_ZIP=0.0190, Synergy_Bliss=-8.05, Synergy_Loewe=-10.3, Synergy_HSA=-12.6.